Dataset: Full USPTO retrosynthesis dataset with 1.9M reactions from patents (1976-2016). Task: Predict the reactants needed to synthesize the given product. (1) The reactants are: [OH:1][C:2]1[CH:7]=[CH:6][C:5]([C:8](=[O:10])[CH3:9])=[CH:4][C:3]=1[CH3:11].C([O-])([O-])=O.[K+].[K+].[CH2:18](Br)[C:19]1[CH:24]=[CH:23][CH:22]=[CH:21][CH:20]=1. Given the product [CH2:18]([O:1][C:2]1[CH:7]=[CH:6][C:5]([C:8](=[O:10])[CH3:9])=[CH:4][C:3]=1[CH3:11])[C:19]1[CH:24]=[CH:23][CH:22]=[CH:21][CH:20]=1, predict the reactants needed to synthesize it. (2) Given the product [CH3:1][C:2]1[CH:3]=[C:4]([CH:23]2[CH2:22][C:21]3([CH2:20][CH2:19][N:18]([C:16]([O:15][C:11]([CH3:14])([CH3:13])[CH3:12])=[O:17])[CH2:27][CH2:26]3)[CH2:24]2)[CH:5]=[CH:6][C:7]=1[CH3:8], predict the reactants needed to synthesize it. The reactants are: [CH3:1][C:2]1[CH:3]=[C:4]([Mg]Cl)[CH:5]=[CH:6][C:7]=1[CH3:8].[C:11]([O:15][C:16]([N:18]1[CH2:27][CH2:26][C:21]2([CH2:24][CH:23](Br)[CH2:22]2)[CH2:20][CH2:19]1)=[O:17])([CH3:14])([CH3:13])[CH3:12].COC1C=C(C2CC3(CCN(C(OC(C)(C)C)=O)CC3)C2)C=CC=1. (3) Given the product [CH3:23][S:24]([O:5][CH2:4][C:3]1[CH:6]=[C:7]([C:10]2[CH:15]=[CH:14][CH:13]=[CH:12][CH:11]=2)[CH:8]=[CH:9][C:2]=1[CH3:1])(=[O:26])=[O:25], predict the reactants needed to synthesize it. The reactants are: [CH3:1][C:2]1[CH:9]=[CH:8][C:7]([C:10]2[CH:15]=[CH:14][CH:13]=[CH:12][CH:11]=2)=[CH:6][C:3]=1[CH2:4][OH:5].C(N(CC)CC)C.[CH3:23][S:24](Cl)(=[O:26])=[O:25].Cl. (4) The reactants are: Cl[C:2]1[CH:7]=[CH:6][C:5]([N+:8]([O-:10])=[O:9])=[CH:4][N:3]=1.[NH2:11][C:12]1[CH:17]=[CH:16][C:15]([CH2:18][CH2:19][C:20]([O:22][CH2:23][CH3:24])=[O:21])=[CH:14][C:13]=1[O:25][CH3:26].C(O)(=O)C.C(OCC)(=O)C. Given the product [CH3:26][O:25][C:13]1[CH:14]=[C:15]([CH2:18][CH2:19][C:20]([O:22][CH2:23][CH3:24])=[O:21])[CH:16]=[CH:17][C:12]=1[NH:11][C:2]1[CH:7]=[CH:6][C:5]([N+:8]([O-:10])=[O:9])=[CH:4][N:3]=1, predict the reactants needed to synthesize it. (5) Given the product [C:1]([O:4][CH:5]1[CH2:6][CH:7]2[CH:11]([CH2:10][CH:9]([N:13]([C:30]([O:32][C:33]([CH3:36])([CH3:35])[CH3:34])=[O:31])[CH2:14][C:15]([N:17]3[CH2:21][CH2:20][CH2:19][CH:18]3[C:22]#[N:23])=[O:16])[CH2:8]2)[CH2:12]1)(=[O:3])[CH3:2], predict the reactants needed to synthesize it. The reactants are: [C:1]([O:4][CH:5]1[CH2:12][CH:11]2[CH:7]([CH2:8][CH:9]([NH:13][CH2:14][C:15]([N:17]3[CH2:21][CH2:20][CH2:19][CH:18]3[C:22]#[N:23])=[O:16])[CH2:10]2)[CH2:6]1)(=[O:3])[CH3:2].C(=O)([O-])[O-].[K+].[K+].[C:30](O[C:30]([O:32][C:33]([CH3:36])([CH3:35])[CH3:34])=[O:31])([O:32][C:33]([CH3:36])([CH3:35])[CH3:34])=[O:31].O. (6) Given the product [OH:21][C:7]1[C:8]2[S:14][C:13]([C:15]3[CH:20]=[CH:19][CH:18]=[CH:17][N:16]=3)=[N:12][C:9]=2[CH:10]=[N:11][C:6]=1[C:4]([NH:22][CH2:23][C:24]([OH:26])=[O:25])=[O:5], predict the reactants needed to synthesize it. The reactants are: C(O[C:4]([C:6]1[N:11]=[CH:10][C:9]2[N:12]=[C:13]([C:15]3[CH:20]=[CH:19][CH:18]=[CH:17][N:16]=3)[S:14][C:8]=2[C:7]=1[OH:21])=[O:5])C.[NH2:22][CH2:23][C:24]([OH:26])=[O:25].C[O-].[Na+].CO.